Dataset: Catalyst prediction with 721,799 reactions and 888 catalyst types from USPTO. Task: Predict which catalyst facilitates the given reaction. (1) Reactant: [F:1][C:2]([F:20])([F:19])[C:3]1[CH:8]=[CH:7][C:6]([C:9]2[CH:13]=[C:12]([CH2:14][CH2:15][CH2:16][CH2:17][OH:18])[O:11][N:10]=2)=[CH:5][CH:4]=1.C(N(CC)CC)C.[CH3:28][S:29](Cl)(=[O:31])=[O:30].Cl. Product: [CH3:28][S:29]([O:18][CH2:17][CH2:16][CH2:15][CH2:14][C:12]1[O:11][N:10]=[C:9]([C:6]2[CH:5]=[CH:4][C:3]([C:2]([F:1])([F:19])[F:20])=[CH:8][CH:7]=2)[CH:13]=1)(=[O:31])=[O:30]. The catalyst class is: 13. (2) Reactant: [Br:1][C:2]1[CH:3]=[C:4]([CH:21]=[CH:22][CH:23]=1)[CH2:5][N:6]1[C:14]2[C:13](=[O:15])[N:12]([CH3:16])[C:11](=[O:17])[N:10]([CH3:18])[C:9]=2[N:8]=[C:7]1[CH2:19][OH:20].CC(OI1(OC(C)=O)(OC(C)=O)OC(=O)C2C=CC=CC1=2)=O. Product: [Br:1][C:2]1[CH:3]=[C:4]([CH:21]=[CH:22][CH:23]=1)[CH2:5][N:6]1[C:14]2[C:13](=[O:15])[N:12]([CH3:16])[C:11](=[O:17])[N:10]([CH3:18])[C:9]=2[N:8]=[C:7]1[CH:19]=[O:20]. The catalyst class is: 2. (3) Reactant: CC[O:3][C:4]([C:6]1([F:19])[CH2:11][CH2:10][N:9]([C:12]([O:14][C:15]([CH3:18])([CH3:17])[CH3:16])=[O:13])[CH2:8][CH2:7]1)=O.[H-].[Al+3].[Li+].[H-].[H-].[H-]. Product: [F:19][C:6]1([CH2:4][OH:3])[CH2:7][CH2:8][N:9]([C:12]([O:14][C:15]([CH3:16])([CH3:17])[CH3:18])=[O:13])[CH2:10][CH2:11]1. The catalyst class is: 1. (4) Reactant: [Si:1]([O:8][C@@H:9]([CH2:35][C@H:36]([O:63][Si:64]([C:67]([CH3:70])([CH3:69])[CH3:68])([CH3:66])[CH3:65])/[CH:37]=[CH:38]\[C@H:39]([CH3:62])[C@H:40]([O:54][Si:55]([C:58]([CH3:61])([CH3:60])[CH3:59])([CH3:57])[CH3:56])[C@@H:41]([CH3:53])[CH2:42][CH2:43][CH2:44][O:45][Si](C(C)(C)C)(C)C)[C@H:10]([CH3:34])/[CH:11]=[CH:12]/[CH2:13][O:14][C:15]([C:28]1[CH:33]=[CH:32][CH:31]=[CH:30][CH:29]=1)([C:22]1[CH:27]=[CH:26][CH:25]=[CH:24][CH:23]=1)[C:16]1[CH:21]=[CH:20][CH:19]=[CH:18][CH:17]=1)([C:4]([CH3:7])([CH3:6])[CH3:5])([CH3:3])[CH3:2].C1C=CN=CC=1.F.CCOC(C)=O.CCCCCC. Product: [Si:55]([O:54][C@@H:40]([C@@H:39]([CH3:62])/[CH:38]=[CH:37]\[C@@H:36]([O:63][Si:64]([C:67]([CH3:68])([CH3:69])[CH3:70])([CH3:65])[CH3:66])[CH2:35][C@H:9]([O:8][Si:1]([C:4]([CH3:7])([CH3:6])[CH3:5])([CH3:3])[CH3:2])[C@H:10]([CH3:34])/[CH:11]=[CH:12]/[CH2:13][O:14][C:15]([C:28]1[CH:33]=[CH:32][CH:31]=[CH:30][CH:29]=1)([C:16]1[CH:21]=[CH:20][CH:19]=[CH:18][CH:17]=1)[C:22]1[CH:27]=[CH:26][CH:25]=[CH:24][CH:23]=1)[C@@H:41]([CH3:53])[CH2:42][CH2:43][CH2:44][OH:45])([C:58]([CH3:61])([CH3:60])[CH3:59])([CH3:57])[CH3:56]. The catalyst class is: 17. (5) Reactant: [ClH:1].Cl.[NH:3]1[C:7]2=[CH:8][N:9]=[CH:10][CH:11]=[C:6]2[CH:5]=[C:4]1[CH2:12][NH2:13].[C:14](O)(=[O:21])[C:15]1[CH:20]=[CH:19][CH:18]=[N:17][CH:16]=1.C(N(C(C)C)CC)(C)C.CCN=C=NCCCN(C)C.C1C=CC2N(O)N=NC=2C=1. The catalyst class is: 59. Product: [ClH:1].[ClH:1].[NH:3]1[C:7]2=[CH:8][N:9]=[CH:10][CH:11]=[C:6]2[CH:5]=[C:4]1[CH2:12][NH:13][C:14](=[O:21])[C:15]1[CH:20]=[CH:19][CH:18]=[N:17][CH:16]=1. (6) Reactant: COC1C(=O)C(=O)C=1[NH:9][C:10]1[CH:11]=[C:12]([NH:16][C:17]([C:19]2[S:20][CH:21]=[CH:22][C:23]=2[NH:24][CH2:25][C:26]2[CH:31]=[CH:30][N:29]=[CH:28][CH:27]=2)=[O:18])[CH:13]=[CH:14][CH:15]=1.N. Product: [NH2:9][C:10]1[CH:11]=[C:12]([NH:16][C:17]([C:19]2[S:20][CH:21]=[CH:22][C:23]=2[NH:24][CH2:25][C:26]2[C:27]3[C:28](=[CH:11][CH:10]=[CH:15][CH:14]=3)[N:29]=[CH:30][CH:31]=2)=[O:18])[CH:13]=[CH:14][CH:15]=1. The catalyst class is: 376. (7) Reactant: [F:1][C:2]1[CH:11]=[C:10]2[C:5]([CH:6]=[C:7]([C@@H:22]([NH:24]C(=O)OC(C)(C)C)[CH3:23])[C:8]([C:12]3[CH:17]=[CH:16][CH:15]=[CH:14][C:13]=3[S:18]([CH3:21])(=[O:20])=[O:19])=[N:9]2)=[CH:4][CH:3]=1.Cl.FC1C=C2C(C=C([C@@H](N)C)C(C3C=CC=CC=3S(C)(=O)=O)=N2)=CC=1.[NH2:57][C:58]1[C:63]([C:64]#[N:65])=[C:62](Cl)[N:61]=[CH:60][N:59]=1.CCN(C(C)C)C(C)C. Product: [NH2:57][C:58]1[C:63]([C:64]#[N:65])=[C:62]([NH:24][C@H:22]([C:7]2[C:8]([C:12]3[CH:17]=[CH:16][CH:15]=[CH:14][C:13]=3[S:18]([CH3:21])(=[O:20])=[O:19])=[N:9][C:10]3[C:5]([CH:6]=2)=[CH:4][CH:3]=[C:2]([F:1])[CH:11]=3)[CH3:23])[N:61]=[CH:60][N:59]=1. The catalyst class is: 3. (8) Reactant: [C:1]1(C)C=CC(S(O)(=O)=O)=CC=1.C[CH:13]=[CH:14][C:15]1[CH:20]=[CH:19][CH:18]=[CH:17][CH:16]=1.[CH2:21]([OH:24])[CH2:22][OH:23]. Product: [CH3:1][C:14]([O:23][CH2:22][CH2:21][OH:24])([C:15]1[CH:16]=[CH:17][CH:18]=[CH:19][CH:20]=1)[CH3:13]. The catalyst class is: 6. (9) Reactant: Br[C:2]1[CH:10]=[C:9]2[C:5]([C:6]([C:24]3[CH:33]=[CH:32][C:27]([C:28]([O:30][CH3:31])=[O:29])=[CH:26][C:25]=3[F:34])=[N:7][N:8]2[C:11](=[O:23])[C:12]2[C:17]([C:18]([F:21])([F:20])[F:19])=[CH:16][CH:15]=[CH:14][C:13]=2[Cl:22])=[CH:4][CH:3]=1.[CH3:35][C:36]1([CH3:52])[C:40]([CH3:42])([CH3:41])[O:39][B:38]([B:38]2[O:39][C:40]([CH3:42])([CH3:41])[C:36]([CH3:52])([CH3:35])[O:37]2)[O:37]1.CC([O-])=O.[K+]. Product: [Cl:22][C:13]1[CH:14]=[CH:15][CH:16]=[C:17]([C:18]([F:19])([F:20])[F:21])[C:12]=1[C:11]([N:8]1[C:9]2[C:5](=[CH:4][CH:3]=[C:2]([B:38]3[O:39][C:40]([CH3:42])([CH3:41])[C:36]([CH3:52])([CH3:35])[O:37]3)[CH:10]=2)[C:6]([C:24]2[CH:33]=[CH:32][C:27]([C:28]([O:30][CH3:31])=[O:29])=[CH:26][C:25]=2[F:34])=[N:7]1)=[O:23]. The catalyst class is: 294.